Dataset: Reaction yield outcomes from USPTO patents with 853,638 reactions. Task: Predict the reaction yield, written as a fraction of the theoretical maximum amount of product (1.0 means a 100% yield; for example, 0.34 means a 34% yield). (1) The reactants are [CH3:1][O:2][C:3](=[O:13])[CH:4]([C:6]1[CH:11]=[CH:10][C:9]([OH:12])=[CH:8][CH:7]=1)[OH:5].C(=O)([O-])[O-].[K+].[K+].[Cl:20][C:21]1[CH:22]=[C:23]([CH:26]=[CH:27][C:28]=1[Cl:29])[CH2:24]Br. The catalyst is CN(C=O)C. The product is [CH3:1][O:2][C:3](=[O:13])[CH:4]([C:6]1[CH:11]=[CH:10][C:9]([O:12][CH2:24][C:23]2[CH:26]=[CH:27][C:28]([Cl:29])=[C:21]([Cl:20])[CH:22]=2)=[CH:8][CH:7]=1)[OH:5]. The yield is 1.00. (2) The reactants are [CH:1]1([CH2:4][C:5](=O)/[C:6](/[C:11]2[CH:16]=[CH:15][N:14]=[C:13]([NH:17][C:18]3[CH:23]=[CH:22][N:21]=[CH:20][CH:19]=3)[N:12]=2)=[CH:7]\N(C)C)[CH2:3][CH2:2]1.C(=O)([O-])[O-].[K+].[K+].[OH:31][C:32]([CH3:39])([CH3:38])[CH2:33][NH:34][C:35]([NH2:37])=[NH:36]. The catalyst is CN(C=O)C. The product is [CH:1]1([CH2:4][C:5]2[C:6]([C:11]3[CH:16]=[CH:15][N:14]=[C:13]([NH:17][C:18]4[CH:23]=[CH:22][N:21]=[CH:20][CH:19]=4)[N:12]=3)=[CH:7][N:37]=[C:35]([NH:34][CH2:33][C:32]([CH3:39])([OH:31])[CH3:38])[N:36]=2)[CH2:3][CH2:2]1. The yield is 0.390. (3) The reactants are [Cl:1][C:2]1[CH:18]=[CH:17][CH:16]=[CH:15][C:3]=1[C:4]1[C:13](=[O:14])[C:12]2[C:7](=[CH:8][CH:9]=[CH:10][CH:11]=2)[O:6][CH:5]=1.C([O-])=O.[NH4+]. No catalyst specified. The product is [Cl:1][C:2]1[CH:18]=[CH:17][CH:16]=[CH:15][C:3]=1[CH:4]1[C:13](=[O:14])[C:12]2[C:7](=[CH:8][CH:9]=[CH:10][CH:11]=2)[O:6][CH2:5]1. The yield is 0.140. (4) The reactants are C([O:3][C:4](=[O:33])[CH2:5][CH2:6][CH2:7][CH2:8][CH2:9][O:10][CH2:11][CH2:12][O:13][CH2:14][CH2:15][O:16][CH2:17][CH2:18][O:19][CH2:20][CH2:21][O:22][CH2:23][CH2:24][O:25][CH2:26][CH2:27][O:28][CH2:29][CH2:30][O:31][CH3:32])C. The catalyst is [OH-].[Na+]. The product is [CH3:32][O:31][CH2:30][CH2:29][O:28][CH2:27][CH2:26][O:25][CH2:24][CH2:23][O:22][CH2:21][CH2:20][O:19][CH2:18][CH2:17][O:16][CH2:15][CH2:14][O:13][CH2:12][CH2:11][O:10][CH2:9][CH2:8][CH2:7][CH2:6][CH2:5][C:4]([OH:33])=[O:3]. The yield is 0.620. (5) The reactants are Cl[CH2:2][C:3]1[CH:8]=[CH:7][C:6]([C:9]2[S:17][C:16]3[C:11](=[N:12][CH:13]=[CH:14][C:15]=3[O:18][C:19]3[CH:24]=[CH:23][C:22]([N+:25]([O-:27])=[O:26])=[CH:21][C:20]=3[F:28])[CH:10]=2)=[CH:5][CH:4]=1.[CH3:29][NH:30][CH2:31][CH2:32][OH:33]. The catalyst is COCCOC. The product is [F:28][C:20]1[CH:21]=[C:22]([N+:25]([O-:27])=[O:26])[CH:23]=[CH:24][C:19]=1[O:18][C:15]1[CH:14]=[CH:13][N:12]=[C:11]2[CH:10]=[C:9]([C:6]3[CH:7]=[CH:8][C:3]([CH2:2][N:30]([CH3:29])[CH2:31][CH2:32][OH:33])=[CH:4][CH:5]=3)[S:17][C:16]=12. The yield is 0.450. (6) The reactants are FC(F)(F)S(O[C:7]1[CH:12]=[CH:11][C:10]([N:13]2[C:18]3=[N:19][C:20]4[C:25]([Cl:26])=[CH:24][CH:23]=[C:22]([CH:27]([O:32][CH:33]([F:35])[F:34])[C:28]([F:31])([F:30])[F:29])[C:21]=4[N:17]3[CH2:16][CH2:15][CH2:14]2)=[C:9]([CH3:36])[N:8]=1)(=O)=O.[CH3:39][N:40]1[CH2:45][CH2:44]C[CH2:42][CH2:41]1.C[N:47](C)C=O. The catalyst is O. The product is [Cl:26][C:25]1[C:20]2[N:19]=[C:18]3[N:13]([C:10]4[C:9]([CH3:36])=[N:8][C:7]([N:47]5[CH2:44][CH2:45][N:40]([CH3:39])[CH2:41][CH2:42]5)=[CH:12][CH:11]=4)[CH2:14][CH2:15][CH2:16][N:17]3[C:21]=2[C:22]([CH:27]([O:32][CH:33]([F:34])[F:35])[C:28]([F:31])([F:30])[F:29])=[CH:23][CH:24]=1. The yield is 0.740. (7) The reactants are [CH3:1][O:2][C:3](=[O:13])[C:4]1[CH:9]=[C:8]([OH:10])[C:7]([OH:11])=[C:6]([OH:12])[CH:5]=1.[CH3:14]OS(OC)(=O)=O.[OH-].[Na+].OS(O)(=O)=O. The catalyst is O. The product is [OH:12][C:6]1[CH:5]=[C:4]([CH:9]=[C:8]([O:10][CH3:14])[C:7]=1[OH:11])[C:3]([O:2][CH3:1])=[O:13]. The yield is 0.470.